From a dataset of Full USPTO retrosynthesis dataset with 1.9M reactions from patents (1976-2016). Predict the reactants needed to synthesize the given product. (1) Given the product [C:1]([O:5][C:6]([NH:8][C:9]1([CH2:15][C:16]([OH:18])=[O:17])[CH2:14][CH2:13][O:12][CH2:11][CH2:10]1)=[O:7])([CH3:4])([CH3:2])[CH3:3], predict the reactants needed to synthesize it. The reactants are: [C:1]([O:5][C:6]([NH:8][C:9]1([CH2:15][C:16]([O:18]C)=[O:17])[CH2:14][CH2:13][O:12][CH2:11][CH2:10]1)=[O:7])([CH3:4])([CH3:3])[CH3:2].[OH-].[K+]. (2) Given the product [Cl:1][C:2]1[CH:3]=[CH:4][C:5]2[NH:19][C:10](=[O:11])[C@@H:9]([CH2:14][C:15]([O:17][CH3:18])=[O:16])[NH:8][C:6]=2[N:7]=1, predict the reactants needed to synthesize it. The reactants are: [Cl:1][C:2]1[N:7]=[C:6]([NH:8][C@H:9]([CH2:14][C:15]([O:17][CH3:18])=[O:16])[C:10](OC)=[O:11])[C:5]([N+:19]([O-])=O)=[CH:4][CH:3]=1.C(O)(=O)C. (3) Given the product [Cl:30][C:26]1[C:25]([F:31])=[C:24]([NH:23][CH:14]([C:15]2[CH:20]=[CH:19][C:18]([Cl:21])=[CH:17][C:16]=2[CH3:22])[C:7]2[N:8]([CH:11]([CH3:13])[CH3:12])[CH:9]=[CH:10][C:6]=2[C:4]([OH:5])=[O:3])[CH:29]=[CH:28][CH:27]=1, predict the reactants needed to synthesize it. The reactants are: C([O:3][C:4]([C:6]1[CH:10]=[CH:9][N:8]([CH:11]([CH3:13])[CH3:12])[C:7]=1[CH:14]([NH:23][C:24]1[CH:29]=[CH:28][CH:27]=[C:26]([Cl:30])[C:25]=1[F:31])[C:15]1[CH:20]=[CH:19][C:18]([Cl:21])=[CH:17][C:16]=1[CH3:22])=[O:5])C.[Li+].[OH-]. (4) Given the product [C:37]([C:34]1[CH:35]=[CH:36][C:31]([C:6]2[N:2]([CH3:1])[C:3]([C:7]#[N:8])=[CH:4][CH:5]=2)=[CH:32][CH:33]=1)(=[O:39])[CH3:38], predict the reactants needed to synthesize it. The reactants are: [CH3:1][N:2]1[CH:6]=[CH:5][CH:4]=[C:3]1[C:7]#[N:8].B(OC(C)C)(OC(C)C)OC(C)C.C([N-]C(C)C)(C)C.[Li+].Br[C:31]1[CH:36]=[CH:35][C:34]([C:37](=[O:39])[CH3:38])=[CH:33][CH:32]=1.C(=O)([O-])[O-].[Na+].[Na+]. (5) Given the product [F:42][C:23]1[CH:22]=[C:21]([NH:20][C:17]([NH:18][C:13](=[O:15])[CH2:12][C:9]2[CH:8]=[CH:7][C:6]([F:5])=[CH:11][CH:10]=2)=[S:16])[CH:41]=[CH:40][C:24]=1[O:25][C:26]1[CH:31]=[CH:30][N:29]=[C:28]([NH:32][C:33]([N:35]2[CH2:36][CH2:37][CH2:38][CH2:39]2)=[O:34])[CH:27]=1, predict the reactants needed to synthesize it. The reactants are: S(Cl)(Cl)=O.[F:5][C:6]1[CH:11]=[CH:10][C:9]([CH2:12][C:13]([OH:15])=O)=[CH:8][CH:7]=1.[S-:16][C:17]#[N:18].[K+].[NH2:20][C:21]1[CH:41]=[CH:40][C:24]([O:25][C:26]2[CH:31]=[CH:30][N:29]=[C:28]([NH:32][C:33]([N:35]3[CH2:39][CH2:38][CH2:37][CH2:36]3)=[O:34])[CH:27]=2)=[C:23]([F:42])[CH:22]=1.